From a dataset of Full USPTO retrosynthesis dataset with 1.9M reactions from patents (1976-2016). Predict the reactants needed to synthesize the given product. (1) Given the product [Cl:8][C:9]1[CH:10]=[C:11]([CH:12]=[CH:13][C:14]=1[CH:15]([CH3:29])[C:16]([OH:28])([C:21]1[CH:26]=[N:25][C:24]([CH3:27])=[CH:23][N:22]=1)[C:17]([F:19])([F:18])[F:20])[O:30][CH2:6][CH2:5][O:4][C:1](=[O:3])[CH3:2], predict the reactants needed to synthesize it. The reactants are: [C:1]([O:4][CH2:5][CH2:6]Br)(=[O:3])[CH3:2].[Cl:8][C:9]1[CH:10]=[C:11]([OH:30])[CH:12]=[CH:13][C:14]=1[CH:15]([CH3:29])[C:16]([OH:28])([C:21]1[CH:26]=[N:25][C:24]([CH3:27])=[CH:23][N:22]=1)[C:17]([F:20])([F:19])[F:18]. (2) Given the product [NH2:1][C:2]1[CH:3]=[CH:4][C:5]([C:6]([N:24]([CH2:16][CH3:11])[CH2:21][CH3:20])=[O:8])=[CH:9][CH:10]=1, predict the reactants needed to synthesize it. The reactants are: [NH2:1][C:2]1[CH:10]=[CH:9][C:5]([C:6]([OH:8])=O)=[CH:4][CH:3]=1.[C:11]1(O)[CH:16]=CC=CC=1.C1CC[CH:21]([N:24]=C=NC2CCCCC2)[CH2:20]C1.